Dataset: Experimentally validated miRNA-target interactions with 360,000+ pairs, plus equal number of negative samples. Task: Binary Classification. Given a miRNA mature sequence and a target amino acid sequence, predict their likelihood of interaction. (1) The miRNA is hsa-miR-4649-5p with sequence UGGGCGAGGGGUGGGCUCUCAGAG. The protein sequence of the target gene is MQFVSTRPQPQQLGIQGLGLDSGSWSWAQALPPEEVCHQEPALRGEMAEGMPPMQAQEWDMDARRPMPFQFPPFPDRAPVFPDRMMREPQLPTAEISLWTVVAAIQAVERKVDAQASQLLNLEGRTGTAEKKLADCEKTAVEFGNHMESKWAVLGTLLQEYGLLQRRLENLENLLRNRNFWVLRLPPGSKGEAPKVPVTFVDIAVYFSEDEWKNLDEWQKELYNNLVKENYKTLMSLDAEGSVPKPDAPVQAEPREEPCVWEQRHPEEREIPMDPEAGAEPLVPAQDASSQVKREDTLCV.... Result: 1 (interaction). (2) The miRNA is mmu-miR-883b-3p with sequence UAACUGCAACAUCUCUCAGUAU. The protein sequence of the target gene is MALVTLQRSPTPSAASSSASNSELEAGSDEERKLNLSLSESFFMVKGAALFLQQGNSPQGQRSLQHPHKHAGDLPQHLQVMINLLRCEDRIKLAVRLESVWTDRVRYMVVVYTSGRQDTEENILLGVDFSSKESKSCTIGMVLRLWSDTKIHLDGDGGFSVSTAGRMHIFKPVSVQAMWSALQVLHKACEVARRHNYFPGGVALIWATYYESCISSEQSCINEWNAMQDLESTRPDSPALFVDKPTEGERTERLIKAKLRSIMMSQDLENVTSKEIRNELEKQMNCNLKEFKEFIDNEML.... Result: 0 (no interaction). (3) The miRNA is hsa-miR-6514-3p with sequence CUGCCUGUUCUUCCACUCCAG. The protein sequence of the target gene is MEQLTTLPRPGDPGAMEPWALPTWHSWTPGRGGEPSSAAPSIADTPPAALQLQELRSEESSKPKGDGSSRPVGGTDPEGAEACLPSLGQQASSSGPACQRPEDEEVEAFLKAKLNMSFGDRPNLELLRALGELRQRCAILKEENQMLRKSSFPETEEKVRRLKRKNAELAVIAKRLEERARKLQETNLRVVSAPLPRPGTSLELCRKALARQRARDLSETASALLAKDKQIAALQRECRELQARLTLVGKEGPQWLHVRDFDRLLRESQREVLRLQRQIALRNQRETLPLPPSWPPGPAL.... Result: 0 (no interaction). (4) The miRNA is hsa-miR-202-5p with sequence UUCCUAUGCAUAUACUUCUUUG. The protein sequence of the target gene is MAKHHPDLIFCRKQAGVAIGRLCEKCDGKCVICDSYVRPCTLVRICDECNYGSYQGRCVICGGPGVSDAYYCKECTIQEKDRDGCPKIVNLGSSKTDLFYERKKYGFKKR. Result: 1 (interaction). (5) The miRNA is hsa-miR-4284 with sequence GGGCUCACAUCACCCCAU. The protein sequence of the target gene is MPPPSPDSENGFYPGLPSSMNPAFFPSFSPVSPHGCTGLSVPTSGGGGGGFGGPFSATAVPPPPPPAMNIPQQQPPPPAAPQQPQSRRSPVSPQLQQQHQAAAAAFLQQRNSYNHHQPLLKQSPWSNHQSSGWGTGSMSWGAMHGRDHRRTGNMGIPGTMNQISPLKKPFSGNVIAPPKFTRSTPSLTPKSWIEDNVFRTDNNSNTLLPLQVRSSLQLPAWGSDSLQDSWCTAAGTSRIDQDRSRMYDSLNMHSLENSLIDIMRAEHDPLKGRLSYPHPGTDNLLMLNGRSSLFPIDDGL.... Result: 0 (no interaction). (6) The miRNA is hsa-miR-4436b-3p with sequence CAGGGCAGGAAGAAGUGGACAA. The protein sequence of the target gene is MIKTQESLTLEDVAVEFSWEEWQLLDTAQKNLYRDVMVENYNHLVSLGYQTSKPDVLSKLAHGQEPWTTDAKIQNKNCPGIGKVDSHLQEHSPNQRLLKSVQQCNGQNTLRNIVHLSKTHFPIVQNHDTFDLYRKNLKSSLSLINQKRRHGINNPVEFIGGEKTLLHGKHERTHTKTRFSENAKCIHTKFQVFKHQRTQKIEKPHACIECEQTFLRKSQLIYHENICIQENPGSGQCEKLSRSVLFTKHLKTNTTDKICIPNEYRKGSTVKSSLITHQQTHTEEKSYMCSECGKGFTMKR.... Result: 1 (interaction).